This data is from Reaction yield outcomes from USPTO patents with 853,638 reactions. The task is: Predict the reaction yield, written as a fraction of the theoretical maximum amount of product (1.0 means a 100% yield; for example, 0.34 means a 34% yield). (1) The reactants are [Cl:1][C:2]1[CH:7]=[C:6]([O:8][CH3:9])[CH:5]=[CH:4][C:3]=1[C:10](=O)[CH:11]([CH3:15])[CH2:12][CH:13]=O.[NH2:17][N:18]1[C:22](=[O:23])[C:21]2=[CH:24][CH:25]=[CH:26][CH:27]=[C:20]2[C:19]1=[O:28]. The catalyst is Cl.O1CCOCC1. The product is [Cl:1][C:2]1[CH:7]=[C:6]([O:8][CH3:9])[CH:5]=[CH:4][C:3]=1[C:10]1[N:17]([N:18]2[C:22](=[O:23])[C:21]3[C:20](=[CH:27][CH:26]=[CH:25][CH:24]=3)[C:19]2=[O:28])[CH:13]=[CH:12][C:11]=1[CH3:15]. The yield is 0.950. (2) The reactants are Br[C:2]1[CH:7]=[CH:6][N:5]=[C:4]([C:8]([F:11])([F:10])[F:9])[CH:3]=1.C([Li])(C)(C)C.[Br:17][C:18]1[CH:19]=[C:20](/[C:26](/[C:34]2[CH:39]=[CH:38][CH:37]=[C:36]([F:40])[C:35]=2[C:41]#[N:42])=[N:27]\S(C(C)(C)C)=O)[CH:21]=[CH:22][C:23]=1[O:24][CH3:25].Cl.CO. The catalyst is C1COCC1. The product is [Br:17][C:18]1[CH:19]=[C:20]([C:26]2([C:2]3[CH:7]=[CH:6][N:5]=[C:4]([C:8]([F:11])([F:10])[F:9])[CH:3]=3)[C:34]3[C:35](=[C:36]([F:40])[CH:37]=[CH:38][CH:39]=3)[C:41]([NH2:42])=[N:27]2)[CH:21]=[CH:22][C:23]=1[O:24][CH3:25]. The yield is 0.890.